Predict the reaction yield, written as a fraction of the theoretical maximum amount of product (1.0 means a 100% yield; for example, 0.34 means a 34% yield). From a dataset of Reaction yield outcomes from USPTO patents with 853,638 reactions. (1) The reactants are Cl.[Cl:2][C:3]1[C:9]([O:10][CH3:11])=[C:8]([Cl:12])[C:7]([F:13])=[CH:6][C:4]=1N.N([O-])=O.[Na+].[BrH:18]. The catalyst is O. The product is [Cl:2][C:3]1[C:9]([O:10][CH3:11])=[C:8]([Cl:12])[C:7]([F:13])=[CH:6][C:4]=1[Br:18]. The yield is 0.849. (2) The reactants are [H-].[Na+].[C:3]1([CH2:9][CH2:10][C:11]([O:13][CH2:14][CH3:15])=[O:12])[CH:8]=[CH:7][CH:6]=[CH:5][CH:4]=1.[CH:16](OCC)=[O:17].C(O)(=O)C. The catalyst is COCCOC. The product is [CH:16]([CH:10]([CH2:9][C:3]1[CH:8]=[CH:7][CH:6]=[CH:5][CH:4]=1)[C:11]([O:13][CH2:14][CH3:15])=[O:12])=[O:17]. The yield is 1.00. (3) The reactants are [F:1][C:2]([F:7])([F:6])[C:3]([OH:5])=[O:4].[F:8][C:9]([F:14])([F:13])[C:10]([OH:12])=[O:11].FC(F)(F)C(O)=O.[Cl:22][C:23]1[CH:24]=[N:25][C:26]2[NH:27][C:28]3[CH:29]=[N:30][CH:31]=[C:32]([CH:54]=3)[CH2:33][CH2:34][C:35]3[CH:43]=[C:39]([NH:40][C:41]=1[N:42]=2)[CH:38]=[CH:37][C:36]=3[NH:44][C:45](=[O:53])[CH2:46][CH:47]1[CH2:52][CH2:51][NH:50][CH2:49][CH2:48]1.[N:55]([C:58]1[CH:65]=[CH:64][C:61]([C:62]#[N:63])=[CH:60][CH:59]=1)=[C:56]=[O:57]. No catalyst specified. The product is [F:1][C:2]([F:7])([F:6])[C:3]([OH:5])=[O:4].[F:8][C:9]([F:14])([F:13])[C:10]([OH:12])=[O:11].[Cl:22][C:23]1[CH:24]=[N:25][C:26]2[NH:27][C:28]3[CH:29]=[N:30][CH:31]=[C:32]([CH:54]=3)[CH2:33][CH2:34][C:35]3[CH:43]=[C:39]([NH:40][C:41]=1[N:42]=2)[CH:38]=[CH:37][C:36]=3[NH:44][C:45](=[O:53])[CH2:46][CH:47]1[CH2:52][CH2:51][N:50]([C:56]([NH:55][C:58]2[CH:65]=[CH:64][C:61]([C:62]#[N:63])=[CH:60][CH:59]=2)=[O:57])[CH2:49][CH2:48]1. The yield is 0.350. (4) The reactants are [CH2:1]([O:3][C:4]([C:6]1[NH:7][C:8]2[C:13]([CH:14]=1)=[CH:12][C:11]([N+:15]([O-])=O)=[CH:10][CH:9]=2)=[O:5])[CH3:2].C([O-])=O.[NH4+]. The catalyst is [Pd]. The product is [CH2:1]([O:3][C:4]([C:6]1[NH:7][C:8]2[C:13]([CH:14]=1)=[CH:12][C:11]([NH2:15])=[CH:10][CH:9]=2)=[O:5])[CH3:2]. The yield is 0.760.